This data is from Full USPTO retrosynthesis dataset with 1.9M reactions from patents (1976-2016). The task is: Predict the reactants needed to synthesize the given product. (1) Given the product [CH2:13]([C:15]1[S:46][C:18]2[N:19]([CH2:31][C:32]3[CH:37]=[CH:36][C:35]([C:38]4[CH:43]=[CH:42][CH:41]=[CH:40][C:39]=4[C:44]4[NH:3][C:4](=[O:7])[O:5][N:45]=4)=[CH:34][CH:33]=3)[C:20](=[O:30])[N:21]([CH2:24][C:25]3([CH3:29])[CH2:26][O:27][CH2:28]3)[C:22](=[O:23])[C:17]=2[CH:16]=1)[CH3:14], predict the reactants needed to synthesize it. The reactants are: [Cl-].O[NH3+:3].[C:4](=[O:7])([O-])[OH:5].[Na+].CS(C)=O.[CH2:13]([C:15]1[S:46][C:18]2[N:19]([CH2:31][C:32]3[CH:37]=[CH:36][C:35]([C:38]4[C:39]([C:44]#[N:45])=[CH:40][CH:41]=[CH:42][CH:43]=4)=[CH:34][CH:33]=3)[C:20](=[O:30])[N:21]([CH2:24][C:25]3([CH3:29])[CH2:28][O:27][CH2:26]3)[C:22](=[O:23])[C:17]=2[CH:16]=1)[CH3:14]. (2) Given the product [I:18][C:11]1[CH:16]=[C:15]([C:3]2[CH:2]=[N:1][CH:6]=[CH:5][CH:4]=2)[N:14]=[CH:13][N:12]=1, predict the reactants needed to synthesize it. The reactants are: [N:1]1[CH:6]=[CH:5][CH:4]=[C:3](B(O)O)[CH:2]=1.Cl[C:11]1[CH:16]=[C:15](Cl)[N:14]=[CH:13][N:12]=1.[IH:18]. (3) Given the product [CH3:1][C:2]1[N:3]=[CH:4][N:5]([C:8]2[CH:9]=[C:10]([CH:11]=[CH:12][CH:13]=2)[NH2:14])[C:6]=1[CH3:7], predict the reactants needed to synthesize it. The reactants are: [CH3:1][C:2]1[N:3]=[CH:4][N:5]([C:8]2[CH:13]=[CH:12][CH:11]=[C:10]([N+:14]([O-])=O)[CH:9]=2)[C:6]=1[CH3:7].